Dataset: Forward reaction prediction with 1.9M reactions from USPTO patents (1976-2016). Task: Predict the product of the given reaction. Given the reactants [C:1]([N:8]1[CH2:13][CH2:12][N:11]([C:14]2[CH:19]=[CH:18][CH:17]=[CH:16][C:15]=2[CH2:20]N)[CH2:10][CH2:9]1)([O:3][C:4]([CH3:7])([CH3:6])[CH3:5])=[O:2].[CH2:22]=O.[C:24]([BH3-])#[N:25].[Na+], predict the reaction product. The product is: [C:1]([N:8]1[CH2:13][CH2:12][N:11]([C:14]2[CH:19]=[CH:18][CH:17]=[CH:16][C:15]=2[CH2:20][N:25]([CH3:24])[CH3:22])[CH2:10][CH2:9]1)([O:3][C:4]([CH3:7])([CH3:6])[CH3:5])=[O:2].